From a dataset of Reaction yield outcomes from USPTO patents with 853,638 reactions. Predict the reaction yield, written as a fraction of the theoretical maximum amount of product (1.0 means a 100% yield; for example, 0.34 means a 34% yield). The reactants are [C:1]([O:4][CH2:5][C@@:6]([NH:19][C:20](=[O:22])[CH3:21])([CH3:18])[CH2:7][CH2:8][C:9]1[O:10][C:11]([C:14]#[C:15][CH2:16]Br)=[CH:12][CH:13]=1)(=[O:3])[CH3:2].[Cl-:23].[NH4+].CN(C)[CH:27]=[O:28]. The catalyst is O.C(OCC)(=O)C. The product is [C:1]([O:4][CH2:5][C@@:6]([NH:19][C:20](=[O:22])[CH3:21])([CH3:18])[CH2:7][CH2:8][C:9]1[O:10][C:11]([C:14]#[C:15][CH2:16][O:28][C:27]2[CH:9]=[CH:8][C:7]([Cl:23])=[CH:6][CH:5]=2)=[CH:12][CH:13]=1)(=[O:3])[CH3:2]. The yield is 0.930.